Dataset: Catalyst prediction with 721,799 reactions and 888 catalyst types from USPTO. Task: Predict which catalyst facilitates the given reaction. Reactant: [F:1][CH:2]([F:23])[O:3][C:4]1[CH:9]=[CH:8][C:7]([C:10]2[CH:18]=[CH:17][CH:16]=[C:15]3[C:11]=2[CH2:12][CH2:13][C:14]3=[O:19])=[C:6]([OH:20])[C:5]=1[O:21][CH3:22].C(=O)([O-])[O-].[K+].[K+].[CH2:30](Br)[CH2:31][CH3:32]. Product: [F:1][CH:2]([F:23])[O:3][C:4]1[CH:9]=[CH:8][C:7]([C:10]2[CH:18]=[CH:17][CH:16]=[C:15]3[C:11]=2[CH2:12][CH2:13][C:14]3=[O:19])=[C:6]([O:20][CH2:30][CH2:31][CH3:32])[C:5]=1[O:21][CH3:22]. The catalyst class is: 10.